Predict the reaction yield, written as a fraction of the theoretical maximum amount of product (1.0 means a 100% yield; for example, 0.34 means a 34% yield). From a dataset of Reaction yield outcomes from USPTO patents with 853,638 reactions. (1) The reactants are [NH2:1][C:2]1[C:3]([OH:16])=[C:4]([C:8]([N:10]2[CH2:14][CH2:13][C@@H:12]([OH:15])[CH2:11]2)=[O:9])[CH:5]=[CH:6][CH:7]=1.[CH2:17]([O:19][C:20]1[C:21](=O)[C:22](=[O:27])[C:23]=1[O:24]CC)[CH3:18]. The catalyst is C(O)C. The product is [CH2:17]([O:19][C:20]1[C:23](=[O:24])[C:22](=[O:27])[C:21]=1[NH:1][C:2]1[CH:7]=[CH:6][CH:5]=[C:4]([C:8]([N:10]2[CH2:14][CH2:13][C@@H:12]([OH:15])[CH2:11]2)=[O:9])[C:3]=1[OH:16])[CH3:18]. The yield is 0.660. (2) The reactants are Cl[C:2]1[C:3]2[C:10]([C:11]3[CH:16]=[CH:15][C:14]([O:17][CH3:18])=[CH:13][CH:12]=3)=[C:9]([C:19]3[CH:24]=[CH:23][CH:22]=[CH:21][CH:20]=3)[O:8][C:4]=2[N:5]=[CH:6][N:7]=1.CCN(C(C)C)C(C)C.[NH2:34][CH2:35][CH2:36][CH2:37][OH:38]. The catalyst is CN(C=O)C.C(OCC)(=O)C. The product is [CH3:18][O:17][C:14]1[CH:15]=[CH:16][C:11]([C:10]2[C:3]3[C:2]([NH:34][CH2:35][CH2:36][CH2:37][OH:38])=[N:7][CH:6]=[N:5][C:4]=3[O:8][C:9]=2[C:19]2[CH:24]=[CH:23][CH:22]=[CH:21][CH:20]=2)=[CH:12][CH:13]=1. The yield is 0.600. (3) The reactants are [F:1][C:2]1[C:3]([NH:26][C:27]2[CH:32]=[CH:31][C:30]([I:33])=[CH:29][C:28]=2[F:34])=[C:4]([CH:12]=[C:13](/[CH:16]=[N:17]/[O:18][CH2:19][CH2:20][CH2:21][C:22](=[O:25])NC)[C:14]=1[F:15])[C:5]([NH:7][O:8][CH2:9][CH2:10][OH:11])=[O:6].ClC(Cl)C(O)=O. The catalyst is C(Cl)Cl. The product is [F:1][C:2]1[C:3]([NH:26][C:27]2[CH:32]=[CH:31][C:30]([I:33])=[CH:29][C:28]=2[F:34])=[C:4]([CH:12]=[C:13]([CH2:16][N:17]2[C:22](=[O:25])[CH2:21][CH2:20][CH2:19][O:18]2)[C:14]=1[F:15])[C:5]([NH:7][O:8][CH2:9][CH2:10][OH:11])=[O:6]. The yield is 0.910. (4) The yield is 0.710. The reactants are [Cl-].O[NH3+:3].[C:4](=[O:7])([O-])[OH:5].[Na+].CS(C)=O.[CH2:13]([C:15]1[N:16]=[C:17]([CH2:46][CH2:47][CH3:48])[N:18]([CH2:31][C:32]2[CH:37]=[CH:36][C:35]([C:38]3[C:39]([C:44]#[N:45])=[CH:40][CH:41]=[CH:42][CH:43]=3)=[CH:34][CH:33]=2)[C:19](=[O:30])[C:20]=1[O:21][C:22]1[CH:27]=[CH:26][C:25]([CH2:28][CH3:29])=[CH:24][CH:23]=1)[CH3:14]. The product is [CH2:13]([C:15]1[N:16]=[C:17]([CH2:46][CH2:47][CH3:48])[N:18]([CH2:31][C:32]2[CH:37]=[CH:36][C:35]([C:38]3[CH:43]=[CH:42][CH:41]=[CH:40][C:39]=3[C:44]3[NH:3][C:4](=[O:7])[O:5][N:45]=3)=[CH:34][CH:33]=2)[C:19](=[O:30])[C:20]=1[O:21][C:22]1[CH:23]=[CH:24][C:25]([CH2:28][CH3:29])=[CH:26][CH:27]=1)[CH3:14]. The catalyst is C(OCC)(=O)C.